From a dataset of Full USPTO retrosynthesis dataset with 1.9M reactions from patents (1976-2016). Predict the reactants needed to synthesize the given product. (1) Given the product [CH2:31]([NH:33][C:2]1[CH:7]=[CH:6][C:5]([CH2:8][N:9]2[C:13]([CH3:14])=[CH:12][C:11]([C:15]3[O:19][N:18]=[C:17]([C:20]4[CH:25]=[CH:24][C:23]([O:26][C:27]([F:29])([F:30])[F:28])=[CH:22][CH:21]=4)[N:16]=3)=[N:10]2)=[CH:4][N:3]=1)[CH3:32], predict the reactants needed to synthesize it. The reactants are: Cl[C:2]1[CH:7]=[CH:6][C:5]([CH2:8][N:9]2[C:13]([CH3:14])=[CH:12][C:11]([C:15]3[O:19][N:18]=[C:17]([C:20]4[CH:25]=[CH:24][C:23]([O:26][C:27]([F:30])([F:29])[F:28])=[CH:22][CH:21]=4)[N:16]=3)=[N:10]2)=[CH:4][N:3]=1.[CH2:31]([NH2:33])[CH3:32]. (2) Given the product [N:25]1([CH:22]2[CH2:23][CH2:24][N:19]([C:17](=[O:18])[CH:16]([NH:31][C:32]([N:34]3[CH2:35][CH2:36][CH:37]([N:40]4[CH2:49][C:48]5[C:43](=[CH:44][CH:45]=[CH:46][CH:47]=5)[NH:42][C:41]4=[O:50])[CH2:38][CH2:39]3)=[O:33])[CH2:15][N:12]3[CH:13]=[CH:14][C:9]([OH:8])=[CH:10][C:11]3=[O:51])[CH2:20][CH2:21]2)[CH2:26][CH2:27][CH2:28][CH2:29][CH2:30]1, predict the reactants needed to synthesize it. The reactants are: C([O:8][C:9]1[CH:14]=[CH:13][N:12]([CH2:15][CH:16]([NH:31][C:32]([N:34]2[CH2:39][CH2:38][CH:37]([N:40]3[CH2:49][C:48]4[C:43](=[CH:44][CH:45]=[CH:46][CH:47]=4)[NH:42][C:41]3=[O:50])[CH2:36][CH2:35]2)=[O:33])[C:17]([N:19]2[CH2:24][CH2:23][CH:22]([N:25]3[CH2:30][CH2:29][CH2:28][CH2:27][CH2:26]3)[CH2:21][CH2:20]2)=[O:18])[C:11](=[O:51])[CH:10]=1)C1C=CC=CC=1.